This data is from Forward reaction prediction with 1.9M reactions from USPTO patents (1976-2016). The task is: Predict the product of the given reaction. (1) Given the reactants [H-].[Na+].CN(C=O)C.[CH:8]([O:11][C:12]1[NH:16][N:15]=[C:14]([NH2:17])[CH:13]=1)([CH3:10])[CH3:9].[CH3:18][Si:19]([CH3:26])([CH3:25])[CH2:20][CH2:21][O:22][CH2:23]Cl, predict the reaction product. The product is: [CH:8]([O:11][C:12]1[N:16]([CH2:23][O:22][CH2:21][CH2:20][Si:19]([CH3:26])([CH3:25])[CH3:18])[N:15]=[C:14]([NH2:17])[CH:13]=1)([CH3:10])[CH3:9]. (2) The product is: [CH:1]([O:4][C:30](=[O:31])[C@H:18]([CH2:17][C:16]1[CH:15]=[CH:14][C:13]([N+:10]([O-:12])=[O:11])=[CH:34][CH:33]=1)[NH:19][C:20](=[O:29])[C:21]1[C:26]([Cl:27])=[CH:25][CH:24]=[CH:23][C:22]=1[Cl:28])([CH3:3])[CH3:2]. Given the reactants [CH:1]([OH:4])([CH3:3])[CH3:2].S(=O)(=O)(O)O.[N+:10]([C:13]1[CH:34]=[CH:33][C:16]([CH2:17][C@@H:18]([C:30](O)=[O:31])[NH:19][C:20](=[O:29])[C:21]2[C:26]([Cl:27])=[CH:25][CH:24]=[CH:23][C:22]=2[Cl:28])=[CH:15][CH:14]=1)([O-:12])=[O:11], predict the reaction product. (3) Given the reactants [Cl:1][C:2]1[N:11]=[C:10](Cl)[C:9]2[C:4](=[CH:5][CH:6]=[C:7]([CH3:13])[CH:8]=2)[N:3]=1.[NH2:14][CH2:15][C:16]1([NH2:20])[CH2:19][O:18][CH2:17]1, predict the reaction product. The product is: [NH2:20][C:16]1([CH2:15][NH:14][C:10]2[C:9]3[C:4](=[CH:5][CH:6]=[C:7]([CH3:13])[CH:8]=3)[N:3]=[C:2]([Cl:1])[N:11]=2)[CH2:19][O:18][CH2:17]1.